This data is from Full USPTO retrosynthesis dataset with 1.9M reactions from patents (1976-2016). The task is: Predict the reactants needed to synthesize the given product. (1) Given the product [CH3:1][O:2][C:3]1[CH:8]=[CH:7][CH:6]=[CH:5][C:4]=1[C:9]1[N:10]=[C:11]([NH:14][C:20](=[O:21])[C:19]2[CH:23]=[CH:24][C:16]([CH3:15])=[CH:17][CH:18]=2)[S:12][CH:13]=1, predict the reactants needed to synthesize it. The reactants are: [CH3:1][O:2][C:3]1[CH:8]=[CH:7][CH:6]=[CH:5][C:4]=1[C:9]1[N:10]=[C:11]([NH2:14])[S:12][CH:13]=1.[CH3:15][C:16]1[CH:24]=[CH:23][C:19]([C:20](Cl)=[O:21])=[CH:18][CH:17]=1. (2) Given the product [SH:21][CH2:9][CH2:10][C:11]([C:13]1[CH:18]=[CH:17][CH:16]=[CH:15][CH:14]=1)=[O:12], predict the reactants needed to synthesize it. The reactants are: C(N(CC)CC)C.Cl[CH2:9][CH2:10][C:11]([C:13]1[CH:18]=[CH:17][CH:16]=[CH:15][CH:14]=1)=[O:12].C(O)(=[S:21])C. (3) Given the product [CH3:1][S@:2](=[O:24])([C:18]1[CH:23]=[CH:22][CH:21]=[CH:20][CH:19]=1)=[N:3][C:4](=[O:17])[C:5]1[CH:10]=[C:9]([C:11]#[C:12][C:26]2[CH:27]=[CH:28][C:29]3[O:33][C:32](=[O:34])[NH:31][C:30]=3[CH:35]=2)[CH:8]=[N:7][CH:6]=1, predict the reactants needed to synthesize it. The reactants are: [CH3:1][S@:2](=[O:24])([C:18]1[CH:23]=[CH:22][CH:21]=[CH:20][CH:19]=1)=[N:3][C:4](=[O:17])[C:5]1[CH:10]=[C:9]([C:11]#[C:12][Si](C)(C)C)[CH:8]=[N:7][CH:6]=1.Br[C:26]1[CH:27]=[CH:28][C:29]2[O:33][C:32](=[O:34])[NH:31][C:30]=2[CH:35]=1. (4) Given the product [Br:12][C:13]1[CH:14]=[CH:15][C:16]2[N:17]([CH:19]=[C:20]([C:22]([NH:10][CH2:9][C:5]3[C:4]([F:11])=[CH:3][C:2]([Cl:1])=[CH:7][C:6]=3[F:8])=[O:23])[N:21]=2)[CH:18]=1, predict the reactants needed to synthesize it. The reactants are: [Cl:1][C:2]1[CH:7]=[C:6]([F:8])[C:5]([CH2:9][NH2:10])=[C:4]([F:11])[CH:3]=1.[Br:12][C:13]1[CH:14]=[CH:15][C:16]2[N:17]([CH:19]=[C:20]([C:22](OCC)=[O:23])[N:21]=2)[CH:18]=1. (5) Given the product [CH3:16][O:17][C:18]1[CH:23]=[CH:22][CH:21]=[CH:20][C:19]=1[N:24]1[CH2:29][CH2:28][N:27]([CH2:14][CH2:13][CH2:12][C:10]2[O:9][N:8]=[C:7]([C:1]3[CH:2]=[CH:3][CH:4]=[CH:5][CH:6]=3)[CH:11]=2)[CH2:26][CH2:25]1, predict the reactants needed to synthesize it. The reactants are: [C:1]1([C:7]2[CH:11]=[C:10]([CH2:12][CH2:13][CH:14]=O)[O:9][N:8]=2)[CH:6]=[CH:5][CH:4]=[CH:3][CH:2]=1.[CH3:16][O:17][C:18]1[CH:23]=[CH:22][CH:21]=[CH:20][C:19]=1[N:24]1[CH2:29][CH2:28][NH:27][CH2:26][CH2:25]1.[BH-](OC(C)=O)(OC(C)=O)OC(C)=O.[Na+]. (6) Given the product [Br:1][C:2]1[C:3]([O:10][CH3:11])=[N:4][N:5]([CH3:9])[C:6](=[O:8])[CH:7]=1, predict the reactants needed to synthesize it. The reactants are: [Br:1][C:2]1[C:3](=[O:10])[NH:4][N:5]([CH3:9])[C:6](=[O:8])[CH:7]=1.[C:11]([O-])([O-])=O.[K+].[K+].CI. (7) The reactants are: [Cl-].[C:2]([CH:10]1[CH2:15][CH2:14][NH2+:13][CH2:12][CH2:11]1)(=[O:9])[C:3]1[CH:8]=[CH:7][CH:6]=[CH:5][CH:4]=1.[CH3:16][C:17]([O:20][C:21](O[C:21]([O:20][C:17]([CH3:19])([CH3:18])[CH3:16])=[O:22])=[O:22])([CH3:19])[CH3:18].CCCCCC. Given the product [C:2]([CH:10]1[CH2:15][CH2:14][N:13]([C:21]([O:20][C:17]([CH3:19])([CH3:18])[CH3:16])=[O:22])[CH2:12][CH2:11]1)(=[O:9])[C:3]1[CH:8]=[CH:7][CH:6]=[CH:5][CH:4]=1, predict the reactants needed to synthesize it. (8) Given the product [Cl:18][C:15]1[CH:16]=[CH:17][C:12]([C:10]2[C:9]3[C:4](=[CH:5][CH:6]=[CH:7][CH:8]=3)[C:3](=[O:19])[N:2]([NH:1][C:31](=[O:32])[CH2:30][C:20]3[C:29]4[C:24](=[CH:25][CH:26]=[CH:27][CH:28]=4)[CH:23]=[CH:22][CH:21]=3)[N:11]=2)=[CH:13][CH:14]=1, predict the reactants needed to synthesize it. The reactants are: [NH2:1][N:2]1[N:11]=[C:10]([C:12]2[CH:17]=[CH:16][C:15]([Cl:18])=[CH:14][CH:13]=2)[C:9]2[C:4](=[CH:5][CH:6]=[CH:7][CH:8]=2)[C:3]1=[O:19].[C:20]1([CH2:30][C:31](O)=[O:32])[C:29]2[C:24](=[CH:25][CH:26]=[CH:27][CH:28]=2)[CH:23]=[CH:22][CH:21]=1. (9) Given the product [N:23]1[CH:28]=[CH:27][CH:26]=[CH:25][C:24]=1[C:29]1([NH:33][C:18]([C:11]2[C:12]3[CH2:13][C@H:14]4[CH2:17][C@H:15]4[C:16]=3[N:9]([C:5]3[CH:4]=[C:3]([C:1]#[N:2])[CH:8]=[CH:7][N:6]=3)[N:10]=2)=[O:20])[CH2:32][CH2:31][CH2:30]1, predict the reactants needed to synthesize it. The reactants are: [C:1]([C:3]1[CH:8]=[CH:7][N:6]=[C:5]([N:9]2[C:16]3[C@@H:15]4[CH2:17][C@@H:14]4[CH2:13][C:12]=3[C:11]([C:18]([OH:20])=O)=[N:10]2)[CH:4]=1)#[N:2].Cl.Cl.[N:23]1[CH:28]=[CH:27][CH:26]=[CH:25][C:24]=1[C:29]1([NH2:33])[CH2:32][CH2:31][CH2:30]1. (10) Given the product [Si:10]([O:9][CH2:8][C:5]1[CH:6]=[CH:7][C:2]([CH:35]=[O:36])=[CH:3][C:4]=1[CH3:27])([C:23]([CH3:26])([CH3:25])[CH3:24])([C:17]1[CH:22]=[CH:21][CH:20]=[CH:19][CH:18]=1)[C:11]1[CH:16]=[CH:15][CH:14]=[CH:13][CH:12]=1, predict the reactants needed to synthesize it. The reactants are: Br[C:2]1[CH:7]=[CH:6][C:5]([CH2:8][O:9][Si:10]([C:23]([CH3:26])([CH3:25])[CH3:24])([C:17]2[CH:22]=[CH:21][CH:20]=[CH:19][CH:18]=2)[C:11]2[CH:16]=[CH:15][CH:14]=[CH:13][CH:12]=2)=[C:4]([CH3:27])[CH:3]=1.C([Li])CCC.CN(C)[CH:35]=[O:36].[Cl-].[NH4+].